From a dataset of Peptide-MHC class I binding affinity with 185,985 pairs from IEDB/IMGT. Regression. Given a peptide amino acid sequence and an MHC pseudo amino acid sequence, predict their binding affinity value. This is MHC class I binding data. (1) The peptide sequence is GPGAGSLQPLAL. The MHC is HLA-B35:03 with pseudo-sequence HLA-B35:03. The binding affinity (normalized) is 0. (2) The peptide sequence is NVEYRFLVI. The MHC is HLA-A02:01 with pseudo-sequence HLA-A02:01. The binding affinity (normalized) is 0. (3) The peptide sequence is WDDPWGEV. The MHC is Mamu-A11 with pseudo-sequence Mamu-A11. The binding affinity (normalized) is 0.180. (4) The peptide sequence is EFDNYRGTI. The MHC is HLA-A01:01 with pseudo-sequence HLA-A01:01. The binding affinity (normalized) is 0.0847.